The task is: Predict the product of the given reaction.. This data is from Forward reaction prediction with 1.9M reactions from USPTO patents (1976-2016). (1) Given the reactants [F:1][C:2]([F:21])([F:20])[C:3]1[CH:8]=[CH:7][C:6]([NH:9][C:10]2[C:11]3[CH2:19][NH:18][CH2:17][CH2:16][C:12]=3[N:13]=[CH:14][N:15]=2)=[CH:5][CH:4]=1.Cl[C:23]1[C:28]([Cl:29])=[CH:27][CH:26]=[CH:25][N:24]=1.C(N(CC)C(C)C)(C)C, predict the reaction product. The product is: [Cl:29][C:28]1[C:23]([N:18]2[CH2:17][CH2:16][C:12]3[N:13]=[CH:14][N:15]=[C:10]([NH:9][C:6]4[CH:7]=[CH:8][C:3]([C:2]([F:1])([F:20])[F:21])=[CH:4][CH:5]=4)[C:11]=3[CH2:19]2)=[N:24][CH:25]=[CH:26][CH:27]=1. (2) Given the reactants C1OC2C(=CSC=2)[O:3]C1CO.[CH:12]1([N:18]=[C:19]=[N:20][CH:21]2[CH2:26][CH2:25][CH2:24][CH2:23][CH2:22]2)[CH2:17][CH2:16][CH2:15][CH2:14][CH2:13]1.BrC1C=CC(C2C=CC(OC(CCC)C(O)=O)=CC=2)=CC=1, predict the reaction product. The product is: [CH:21]1([NH:20][C:19]([NH:18][CH:12]2[CH2:13][CH2:14][CH2:15][CH2:16][CH2:17]2)=[O:3])[CH2:26][CH2:25][CH2:24][CH2:23][CH2:22]1. (3) Given the reactants N[C:2]1[CH:7]=[C:6]([F:8])[C:5]([CH:9]([CH3:14])[C:10]([O:12][CH3:13])=[O:11])=[C:4]([F:15])[CH:3]=1.[BrH:16].N([O-])=O.[Na+].S(=O)(=O)(O)O.Cl, predict the reaction product. The product is: [Br:16][C:2]1[CH:7]=[C:6]([F:8])[C:5]([CH:9]([CH3:14])[C:10]([O:12][CH3:13])=[O:11])=[C:4]([F:15])[CH:3]=1. (4) Given the reactants C[O:2][C:3](=O)[C:4]([N:7]1[CH:11]=[C:10]([NH:12][C:13](=[O:30])[CH:14]([NH:18][C:19](=[O:29])[CH2:20][C:21]2[CH:26]=[C:25]([F:27])[CH:24]=[C:23]([F:28])[CH:22]=2)[CH2:15][CH2:16][CH3:17])[N:9]=[CH:8]1)([CH3:6])[CH3:5].[H-].[H-].[H-].[H-].[Li+].[Al+3], predict the reaction product. The product is: [OH:2][CH2:3][C:4]([N:7]1[CH:11]=[C:10]([NH:12][C:13](=[O:30])[CH:14]([NH:18][C:19](=[O:29])[CH2:20][C:21]2[CH:26]=[C:25]([F:27])[CH:24]=[C:23]([F:28])[CH:22]=2)[CH2:15][CH2:16][CH3:17])[N:9]=[CH:8]1)([CH3:6])[CH3:5]. (5) Given the reactants C([O:5][C:6]([NH:8][C@@H:9]1[CH2:14][C@H:13]([N:15]([CH:17]([CH3:19])[CH3:18])[CH3:16])[CH2:12][CH2:11][C@@H:10]1[N:20]1[CH2:24][CH2:23][C@H:22]([NH:25][C:26](=[O:35])[O:27][CH2:28][C:29]2[CH:34]=[CH:33][CH:32]=[CH:31][CH:30]=2)[C:21]1=[O:36])=O)(C)(C)C.[CH3:37]S(O)(=O)=O.C(OC(=O)C)(=O)C.[OH-].[Na+], predict the reaction product. The product is: [C:6]([NH:8][C@@H:9]1[CH2:14][C@H:13]([N:15]([CH:17]([CH3:18])[CH3:19])[CH3:16])[CH2:12][CH2:11][C@@H:10]1[N:20]1[CH2:24][CH2:23][C@H:22]([NH:25][C:26](=[O:35])[O:27][CH2:28][C:29]2[CH:30]=[CH:31][CH:32]=[CH:33][CH:34]=2)[C:21]1=[O:36])(=[O:5])[CH3:37]. (6) Given the reactants C(=O)([O-])[O-].[K+].[K+].[CH2:7](I)[CH2:8][CH3:9].[Br:11][C:12]1[C:17]([OH:18])=[CH:16][CH:15]=[C:14]([I:19])[N:13]=1.O, predict the reaction product. The product is: [Br:11][C:12]1[C:17]([O:18][CH2:7][CH2:8][CH3:9])=[CH:16][CH:15]=[C:14]([I:19])[N:13]=1. (7) Given the reactants C([O:4][C:5]1[CH:37]=[CH:36][C:8]([CH2:9][N:10]([CH2:27][C:28]2[CH:33]=[CH:32][C:31]([C:34]#[N:35])=[CH:30][CH:29]=2)[C:11]2[C:12]([CH3:26])=[C:13]([N:17]([S:22]([CH3:25])(=[O:24])=[O:23])[S:18]([CH3:21])(=[O:20])=[O:19])[CH:14]=[CH:15][CH:16]=2)=[CH:7][CH:6]=1)C=C.C1([SiH3])C=CC=CC=1, predict the reaction product. The product is: [C:34]([C:31]1[CH:30]=[CH:29][C:28]([CH2:27][N:10]([CH2:9][C:8]2[CH:7]=[CH:6][C:5]([OH:4])=[CH:37][CH:36]=2)[C:11]2[C:12]([CH3:26])=[C:13]([N:17]([S:22]([CH3:25])(=[O:23])=[O:24])[S:18]([CH3:21])(=[O:20])=[O:19])[CH:14]=[CH:15][CH:16]=2)=[CH:33][CH:32]=1)#[N:35].